This data is from Forward reaction prediction with 1.9M reactions from USPTO patents (1976-2016). The task is: Predict the product of the given reaction. (1) Given the reactants [C:1]([O:5][C:6](=[O:32])[N:7]([CH3:31])[C@H:8]([C:10](=[O:30])[NH:11][C@H:12]1[CH2:18][N:17]([C:19](=[O:24])[CH2:20][CH:21]([CH3:23])[CH3:22])[C:16]2[CH:25]=[CH:26][CH:27]=[CH:28][C:15]=2[NH:14][C:13]1=[O:29])[CH3:9])([CH3:4])([CH3:3])[CH3:2].[CH3:33][O:34][C:35]1[CH:42]=[CH:41][CH:40]=[CH:39][C:36]=1[CH2:37]Cl.C([O-])([O-])=O.[Cs+].[Cs+].[Na+].[I-], predict the reaction product. The product is: [C:1]([O:5][C:6](=[O:32])[N:7]([C@H:8]([C:10](=[O:30])[NH:11][C@@H:12]1[C:13](=[O:29])[N:14]([CH2:37][C:36]2[CH:39]=[CH:40][CH:41]=[CH:42][C:35]=2[O:34][CH3:33])[C:15]2[CH:28]=[CH:27][CH:26]=[CH:25][C:16]=2[N:17]([C:19](=[O:24])[CH2:20][CH:21]([CH3:23])[CH3:22])[CH2:18]1)[CH3:9])[CH3:31])([CH3:3])([CH3:4])[CH3:2]. (2) Given the reactants [C:1]1([C:10]2[CH:15]=[CH:14][CH:13]=[CH:12][CH:11]=2)[CH:6]=[CH:5][C:4](B(O)O)=[CH:3][CH:2]=1.[Cl:16][C:17]1[CH:18]=[C:19]([CH2:23][N:24]2[CH:28]=[CH:27][N:26]=[C:25]2[CH3:29])[N:20]=[N:21][CH:22]=1, predict the reaction product. The product is: [ClH:16].[C:1]1([C:10]2[CH:15]=[CH:14][CH:13]=[CH:12][CH:11]=2)[CH:6]=[CH:5][C:4]([C:17]2[CH:18]=[C:19]([CH2:23][N:24]3[CH:28]=[CH:27][N:26]=[C:25]3[CH3:29])[N:20]=[N:21][CH:22]=2)=[CH:3][CH:2]=1.